From a dataset of Reaction yield outcomes from USPTO patents with 853,638 reactions. Predict the reaction yield, written as a fraction of the theoretical maximum amount of product (1.0 means a 100% yield; for example, 0.34 means a 34% yield). (1) The reactants are [CH3:1][C:2]1[C:10]2[C:5](=[CH:6][CH:7]=[C:8]([N+:11]([O-:13])=[O:12])[CH:9]=2)[NH:4][CH:3]=1.[OH-].[Na+].[Cl:16][C:17]1[CH:25]=[CH:24][CH:23]=[C:22]([Cl:26])[C:18]=1[C:19](Cl)=[O:20]. The catalyst is [Cl-].C([N+](CCCC)(CCCC)CCCC)CCC.C(Cl)Cl.CN(C=O)C.O. The product is [Cl:16][C:17]1[CH:25]=[CH:24][CH:23]=[C:22]([Cl:26])[C:18]=1[C:19]([N:4]1[C:5]2[C:10](=[CH:9][C:8]([N+:11]([O-:13])=[O:12])=[CH:7][CH:6]=2)[C:2]([CH3:1])=[CH:3]1)=[O:20]. The yield is 0.880. (2) The reactants are [C:1]1(C)[CH:6]=[C:5](C)[CH:4]=[C:3](C)[C:2]=1[C:9]1[C:28]2NC(=CC=2)[C:9]([C:2]2[C:3](C)=[CH:4][C:5](C)=[CH:6][C:1]=2C)=[C:28]2N=C(C=C2)[C:9]([C:2]2[C:3](C)=[CH:4][C:5](C)=[CH:6][C:1]=2C)=[C:28]2NC(C=C2)=[C:9]([C:2]2[C:3](C)=[CH:4][C:5](C)=[CH:6][C:1]=2C)[C:28]2=NC=1C=C2.[F-:61].FF.OC1O[C@H](CO)[C@H](O)[C@H](O)[C@@H]1O. The catalyst is O[Mn+3].F[Mn+3].[Ag]F. The product is [F:61][CH:9]([C:2]1[CH:3]=[CH:4][CH:5]=[CH:6][CH:1]=1)[CH3:28]. The yield is 0.410. (3) The reactants are [NH2:1][C:2]1[N:3]=[CH:4][C:5]2[CH2:11][N:10]([C:12]3[CH:13]=[C:14]([CH:18]=[CH:19][CH:20]=3)[C:15]([OH:17])=O)[CH2:9][CH2:8][C:6]=2[N:7]=1.C(N(CC)CC)C.CCCP(=O)=O.[CH2:34]([NH2:41])[C:35]1[CH:40]=[CH:39][CH:38]=[CH:37][CH:36]=1. The catalyst is CN(C1C=CN=CC=1)C.C(Cl)Cl. The product is [NH2:1][C:2]1[N:3]=[CH:4][C:5]2[CH2:11][N:10]([C:12]3[CH:13]=[C:14]([CH:18]=[CH:19][CH:20]=3)[C:15]([NH:41][CH2:34][C:35]3[CH:40]=[CH:39][CH:38]=[CH:37][CH:36]=3)=[O:17])[CH2:9][CH2:8][C:6]=2[N:7]=1. The yield is 0.280.